This data is from Forward reaction prediction with 1.9M reactions from USPTO patents (1976-2016). The task is: Predict the product of the given reaction. (1) Given the reactants C([Li])CCC.[C:6]1([S:12][C:13]2[C:14]3[CH:25]=[C:24]4[C:19]([CH:20]=[CH:21][CH:22]=[CH:23]4)=[CH:18][C:15]=3[S:16][CH:17]=2)[CH:11]=[CH:10][CH:9]=[CH:8][CH:7]=1.[I:26]I, predict the reaction product. The product is: [C:6]1([S:12][C:13]2[C:14]3[CH:25]=[C:24]4[C:19]([CH:20]=[CH:21][CH:22]=[CH:23]4)=[CH:18][C:15]=3[S:16][C:17]=2[I:26])[CH:11]=[CH:10][CH:9]=[CH:8][CH:7]=1. (2) Given the reactants [CH3:1][N:2]1[C:6]2[CH:7]=[C:8](C(OC)=O)[CH:9]=[C:10]([CH:11]=[N:12][OH:13])[C:5]=2[N:4]=[N:3]1.ClN1C(=O)CC[C:20]1=[O:25].[Cl:26][C:27]1[CH:32]=[C:31]([C:33]([C:35]([F:38])([F:37])[F:36])=[CH2:34])[CH:30]=[C:29]([Cl:39])[CH:28]=1.C(N(CC)CC)C.CN(C)[CH:49]=[O:50], predict the reaction product. The product is: [CH3:1][N:2]1[C:6]2[C:7]([C:49]([O:25][CH3:20])=[O:50])=[CH:8][CH:9]=[C:10]([C:11]3[CH2:34][C:33]([C:31]4[CH:32]=[C:27]([Cl:26])[CH:28]=[C:29]([Cl:39])[CH:30]=4)([C:35]([F:36])([F:37])[F:38])[O:13][N:12]=3)[C:5]=2[N:4]=[N:3]1. (3) Given the reactants I[CH2:2][CH2:3][CH2:4][CH2:5][O:6][C:7]1[CH:12]=[CH:11][C:10]([C@H:13]2[CH2:30][C@@:28]3([CH3:29])[C@@H:24]([CH2:25][CH2:26][C@@H:27]3[OH:31])[C@H:23]3[C@H:14]2[C:15]2[CH:16]=[CH:17][C:18]([OH:32])=[CH:19][C:20]=2[CH2:21][CH2:22]3)=[CH:9][CH:8]=1.[C:33]([O-])(=[S:35])[CH3:34].[K+], predict the reaction product. The product is: [C:33]([CH2:2][CH2:3][CH2:4][CH2:5][O:6][C:7]1[CH:12]=[CH:11][C:10]([C@H:13]2[CH2:30][C@@:28]3([CH3:29])[C@@H:24]([CH2:25][CH2:26][C@@H:27]3[OH:31])[C@H:23]3[C@H:14]2[C:15]2[CH:16]=[CH:17][C:18]([OH:32])=[CH:19][C:20]=2[CH2:21][CH2:22]3)=[CH:9][CH:8]=1)(=[S:35])[CH3:34]. (4) Given the reactants [NH:1]1[C:9]2[C:4](=[CH:5][CH:6]=[C:7]([C:10]3[CH:11]=[C:12]([NH:23][C:24]4[CH:29]=[CH:28][C:27]([N:30]5[CH2:35][CH2:34][O:33][CH2:32][CH2:31]5)=[CH:26][N:25]=4)[C:13]4[N:14]([CH:20]=[CH:21][N:22]=4)[C:15]=3[C:16]([O:18]C)=[O:17])[CH:8]=2)[CH:3]=[N:2]1.[OH-].[Na+], predict the reaction product. The product is: [NH:1]1[C:9]2[C:4](=[CH:5][CH:6]=[C:7]([C:10]3[CH:11]=[C:12]([NH:23][C:24]4[CH:29]=[CH:28][C:27]([N:30]5[CH2:35][CH2:34][O:33][CH2:32][CH2:31]5)=[CH:26][N:25]=4)[C:13]4[N:14]([CH:20]=[CH:21][N:22]=4)[C:15]=3[C:16]([OH:18])=[O:17])[CH:8]=2)[CH:3]=[N:2]1. (5) Given the reactants [CH:1]1[C:13]2[CH:12]([CH2:14][O:15][C:16]([N:18]3[CH2:23][C@H:22]([C:24](=[O:47])[N:25]([CH:44]4[CH2:46][CH2:45]4)[C:26]4[CH:27]=[CH:28][C:29]5[O:34][C:33]([CH3:36])([CH3:35])[C:32](=[O:37])[N:31]([CH2:38][CH2:39][CH2:40][O:41][CH3:42])[C:30]=5[CH:43]=4)[CH2:21][C@H:20]([NH:48]C(OC(C)(C)C)=O)[CH2:19]3)=[O:17])[C:11]3[C:6](=[CH:7][CH:8]=[CH:9][CH:10]=3)[C:5]=2[CH:4]=[CH:3][CH:2]=1.[ClH:56], predict the reaction product. The product is: [ClH:56].[CH:10]1[C:11]2[CH:12]([CH2:14][O:15][C:16]([N:18]3[CH2:23][C@H:22]([C:24](=[O:47])[N:25]([CH:44]4[CH2:46][CH2:45]4)[C:26]4[CH:27]=[CH:28][C:29]5[O:34][C:33]([CH3:35])([CH3:36])[C:32](=[O:37])[N:31]([CH2:38][CH2:39][CH2:40][O:41][CH3:42])[C:30]=5[CH:43]=4)[CH2:21][C@H:20]([NH2:48])[CH2:19]3)=[O:17])[C:13]3[C:5](=[CH:4][CH:3]=[CH:2][CH:1]=3)[C:6]=2[CH:7]=[CH:8][CH:9]=1. (6) Given the reactants [C:1]([C:3]1[C:4]([N:17]2[CH2:20][CH:19]([C:21]([OH:23])=O)[CH2:18]2)=[N:5][C:6]([CH:14]([F:16])[F:15])=[C:7]([C:9]([O:11][CH2:12][CH3:13])=[O:10])[CH:8]=1)#[N:2].[CH:24]1[C:33]2[C:28](=[CH:29][CH:30]=[CH:31][CH:32]=2)[CH:27]=[CH:26][C:25]=1[S:34]([NH2:37])(=[O:36])=[O:35], predict the reaction product. The product is: [C:1]([C:3]1[C:4]([N:17]2[CH2:18][CH:19]([C:21]([NH:37][S:34]([C:25]3[CH:26]=[CH:27][C:28]4[C:33](=[CH:32][CH:31]=[CH:30][CH:29]=4)[CH:24]=3)(=[O:35])=[O:36])=[O:23])[CH2:20]2)=[N:5][C:6]([CH:14]([F:16])[F:15])=[C:7]([CH:8]=1)[C:9]([O:11][CH2:12][CH3:13])=[O:10])#[N:2]. (7) Given the reactants N1C(C)=CC=CC=1C.[Cl:9][C:10]1[C:19]([OH:20])=[C:18]2[C:13]([CH:14]=[CH:15][C:16]([CH3:21])=[N:17]2)=[CH:12][CH:11]=1.[F:22][C:23]([F:36])([F:35])[S:24](O[S:24]([C:23]([F:36])([F:35])[F:22])(=[O:26])=[O:25])(=[O:26])=[O:25], predict the reaction product. The product is: [Cl:9][C:10]1[C:19]([O:20][S:24]([C:23]([F:36])([F:35])[F:22])(=[O:26])=[O:25])=[C:18]2[C:13]([CH:14]=[CH:15][C:16]([CH3:21])=[N:17]2)=[CH:12][CH:11]=1. (8) Given the reactants Br[C:2]1[C:10]2[O:9][C:8]([C:11]3[CH:16]=[CH:15][C:14]([OH:17])=[CH:13][CH:12]=3)=[CH:7][C:6]=2[CH:5]=[C:4]([OH:18])[CH:3]=1.C[O-].[Na+].Cl.C[CH2:24][O:25]C(C)=O, predict the reaction product. The product is: [OH:17][C:14]1[CH:15]=[CH:16][C:11]([C:8]2[O:9][C:10]3[C:2]([O:25][CH3:24])=[CH:3][C:4]([OH:18])=[CH:5][C:6]=3[CH:7]=2)=[CH:12][CH:13]=1. (9) Given the reactants C([O:3][C:4]([C:6]1([C:9]2[CH:14]=[CH:13][CH:12]=[C:11]([O:15][CH2:16][CH2:17][CH2:18][N:19]([CH2:34][C:35]3[CH:40]=[CH:39][CH:38]=[C:37]([C:41]([F:44])([F:43])[F:42])[C:36]=3[Cl:45])[CH2:20][CH:21]([C:28]3[CH:33]=[CH:32][CH:31]=[CH:30][CH:29]=3)[C:22]3[CH:27]=[CH:26][CH:25]=[CH:24][CH:23]=3)[CH:10]=2)[CH2:8][CH2:7]1)=[O:5])C.[OH-].[Li+].O, predict the reaction product. The product is: [ClH:45].[Cl:45][C:36]1[C:37]([C:41]([F:42])([F:43])[F:44])=[CH:38][CH:39]=[CH:40][C:35]=1[CH2:34][N:19]([CH2:20][CH:21]([C:22]1[CH:27]=[CH:26][CH:25]=[CH:24][CH:23]=1)[C:28]1[CH:29]=[CH:30][CH:31]=[CH:32][CH:33]=1)[CH2:18][CH2:17][CH2:16][O:15][C:11]1[CH:10]=[C:9]([C:6]2([C:4]([OH:5])=[O:3])[CH2:7][CH2:8]2)[CH:14]=[CH:13][CH:12]=1. (10) The product is: [C:11]1([CH3:21])[CH:12]=[CH:13][C:14]([C:17]2[O:18][CH:1]=[N:20][N:19]=2)=[CH:15][CH:16]=1. Given the reactants [CH:1](OCC)(OCC)OCC.[C:11]1([CH3:21])[CH:16]=[CH:15][C:14]([C:17]([NH:19][NH2:20])=[O:18])=[CH:13][CH:12]=1, predict the reaction product.